This data is from Drug-target binding data from BindingDB using Ki measurements. The task is: Regression. Given a target protein amino acid sequence and a drug SMILES string, predict the binding affinity score between them. We predict pKi (pKi = -log10(Ki in M); higher means stronger inhibition). Dataset: bindingdb_ki. (1) The small molecule is CNC(=O)[C@]12C[C@@H]1[C@@H](n1cnc3c(NCc4cccc(C#CCO)c4)nc(Cl)nc31)[C@H](O)[C@@H]2O. The target protein (Q60612) has sequence MPPYISAFQAAYIGIEVLIALVSVPGNVLVIWAVKVNQALRDATFCFIVSLAVADVAVGALVIPLAILINIGPQTYFHTCLMVACPVLILTQSSILALLAIAVDRYLRVKIPLRYKTVVTQRRAAVAIAGCWILSLVVGLTPMFGWNNLSEVEQAWIANGSVGEPVIKCEFEKVISMEYMVYFNFFVWVLPPLLLMVLIYLEVFYLIRKQLNKKVSASSGDPQKYYGKELKIAKSLALILFLFALSWLPLHILNCITLFCPTCQKPSILIYIAIFLTHGNSAMNPIVYAFRIHKFRVTFLKIWNDHFRCQPKPPIEEDIPEEKADD. The pKi is 7.0. (2) The drug is Cc1nc2c(c(-c3ccc(Cl)cc3Cl)c1CN)CNC2=O. The target protein (P27487) has sequence MKTPWKVLLGLLGAAALVTIITVPVVLLNKGTDDATADSRKTYTLTDYLKNTYRLKLYSLRWISDHEYLYKQENNILVFNAEYGNSSVFLENSTFDEFGHSINDYSISPDGQFILLEYNYVKQWRHSYTASYDIYDLNKRQLITEERIPNNTQWVTWSPVGHKLAYVWNNDIYVKIEPNLPSYRITWTGKEDIIYNGITDWVYEEEVFSAYSALWWSPNGTFLAYAQFNDTEVPLIEYSFYSDESLQYPKTVRVPYPKAGAVNPTVKFFVVNTDSLSSVTNATSIQITAPASMLIGDHYLCDVTWATQERISLQWLRRIQNYSVMDICDYDESSGRWNCLVARQHIEMSTTGWVGRFRPSEPHFTLDGNSFYKIISNEEGYRHICYFQIDKKDCTFITKGTWEVIGIEALTSDYLYYISNEYKGMPGGRNLYKIQLSDYTKVTCLSCELNPERCQYYSVSFSKEAKYYQLRCSGPGLPLYTLHSSVNDKGLRVLEDNSAL.... The pKi is 7.8.